This data is from Reaction yield outcomes from USPTO patents with 853,638 reactions. The task is: Predict the reaction yield, written as a fraction of the theoretical maximum amount of product (1.0 means a 100% yield; for example, 0.34 means a 34% yield). (1) The reactants are [C:1]([C:4]1[C:5](=O)[NH:6][C:7](=[O:10])[NH:8][CH:9]=1)(=[O:3])[CH3:2].[C:12](=[O:15])([O-])[O-].[K+].[K+].[CH2:18](Br)[C:19]1[CH:24]=[CH:23][CH:22]=[CH:21][CH:20]=1. The catalyst is CN(C=O)C. The product is [C:1]([C:4]1[C:12](=[O:15])[N:8]([CH2:9][C:19]2[CH:24]=[CH:23][CH:22]=[CH:21][CH:20]=2)[C:7](=[O:10])[N:6]([CH2:18][C:19]2[CH:24]=[CH:23][CH:22]=[CH:21][CH:20]=2)[CH:5]=1)(=[O:3])[CH3:2]. The yield is 0.798. (2) The reactants are [Cl:1][C:2]1[CH:3]=[C:4]([NH:8][CH2:9][C:10]([NH:12][NH2:13])=[O:11])[CH:5]=[CH:6][CH:7]=1.[Cl:14][C:15]1[CH:16]=[N:17][CH:18]=[C:19]([Cl:23])[C:20]=1[CH:21]=O. The catalyst is CCO. The product is [Cl:14][C:15]1[CH:16]=[N:17][CH:18]=[C:19]([Cl:23])[C:20]=1/[CH:21]=[N:13]/[NH:12][C:10](=[O:11])[CH2:9][NH:8][C:4]1[CH:5]=[CH:6][CH:7]=[C:2]([Cl:1])[CH:3]=1. The yield is 0.670.